Dataset: Full USPTO retrosynthesis dataset with 1.9M reactions from patents (1976-2016). Task: Predict the reactants needed to synthesize the given product. (1) The reactants are: Cl[C:2]1[C:3]2[O:10][C:9]3[CH:11]=[CH:12][C:13]([Cl:15])=[CH:14][C:8]=3[C:4]=2[N:5]=[CH:6][N:7]=1.[CH3:16][N:17]1[CH:22]2[CH2:23][CH2:24][CH:18]1[CH2:19][NH:20][CH2:21]2. Given the product [Cl:15][C:13]1[CH:12]=[CH:11][C:9]2[O:10][C:3]3[C:2]([N:20]4[CH2:21][CH:22]5[N:17]([CH3:16])[CH:18]([CH2:24][CH2:23]5)[CH2:19]4)=[N:7][CH:6]=[N:5][C:4]=3[C:8]=2[CH:14]=1, predict the reactants needed to synthesize it. (2) Given the product [CH2:37]([N:8]([CH2:1][C:2]1[CH:7]=[CH:6][CH:5]=[CH:4][CH:3]=1)[CH:9]1[CH2:10][CH:11]([CH3:36])[CH:12]([C:14]2[N:18]3[C:19]4[CH:25]=[CH:24][NH:23][C:20]=4[N:21]=[CH:22][C:17]3=[N:16][CH:15]=2)[CH2:13]1)[C:38]1[CH:43]=[CH:42][CH:41]=[CH:40][CH:39]=1, predict the reactants needed to synthesize it. The reactants are: [CH2:1]([N:8]([CH2:37][C:38]1[CH:43]=[CH:42][CH:41]=[CH:40][CH:39]=1)[CH:9]1[CH2:13][CH:12]([C:14]2[N:18]3[C:19]4[CH:25]=[CH:24][N:23](S(C5C=CC(C)=CC=5)(=O)=O)[C:20]=4[N:21]=[CH:22][C:17]3=[N:16][CH:15]=2)[CH:11]([CH3:36])[CH2:10]1)[C:2]1[CH:7]=[CH:6][CH:5]=[CH:4][CH:3]=1.[OH-].[Na+]. (3) Given the product [CH2:13]([C:9]1[S:8][C:7]2[CH:11]=[C:3]([OH:2])[CH:4]=[CH:5][C:6]=2[CH:10]=1)[CH3:14], predict the reactants needed to synthesize it. The reactants are: C[O:2][C:3]1[CH:4]=[CH:5][C:6]2[CH:10]=[CH:9][S:8][C:7]=2[CH:11]=1.[Li][CH2:13][CH2:14]CC.C(I)C. (4) Given the product [Cl:2][C:3]1[CH:4]=[C:5]([NH:10][C:11]2[C:16]([NH:17][N:18]=[CH:34][C:32]3[O:33][C:29]([C:26]4[CH:27]=[CH:28][C:23]([Cl:22])=[CH:24][CH:25]=4)=[CH:30][CH:31]=3)=[N:15][C:14]3=[N:19][O:20][N:21]=[C:13]3[N:12]=2)[CH:6]=[CH:7][C:8]=1[F:9], predict the reactants needed to synthesize it. The reactants are: Cl.[Cl:2][C:3]1[CH:4]=[C:5]([NH:10][C:11]2[C:16]([NH:17][NH2:18])=[N:15][C:14]3=[N:19][O:20][N:21]=[C:13]3[N:12]=2)[CH:6]=[CH:7][C:8]=1[F:9].[Cl:22][C:23]1[CH:28]=[CH:27][C:26]([C:29]2[O:33][C:32]([CH:34]=O)=[CH:31][CH:30]=2)=[CH:25][CH:24]=1.